Dataset: Peptide-MHC class II binding affinity with 134,281 pairs from IEDB. Task: Regression. Given a peptide amino acid sequence and an MHC pseudo amino acid sequence, predict their binding affinity value. This is MHC class II binding data. (1) The peptide sequence is AWMSAAAAQAEQAAT. The MHC is DRB1_1302 with pseudo-sequence DRB1_1302. The binding affinity (normalized) is 0.271. (2) The peptide sequence is AFKVAATAANPAPAN. The MHC is DRB1_0401 with pseudo-sequence DRB1_0401. The binding affinity (normalized) is 0.499. (3) The peptide sequence is RELYIGDLRTKMFTR. The MHC is DRB1_0101 with pseudo-sequence DRB1_0101. The binding affinity (normalized) is 0.714. (4) The peptide sequence is LVNSSQPWEPLQLHV. The MHC is DRB1_0405 with pseudo-sequence DRB1_0405. The binding affinity (normalized) is 0.172.